From a dataset of Forward reaction prediction with 1.9M reactions from USPTO patents (1976-2016). Predict the product of the given reaction. (1) Given the reactants [CH2:1]([NH2:8])[C:2]1[CH:7]=[CH:6][CH:5]=[CH:4][CH:3]=1.[CH3:9][O:10][C:11]1[CH:18]=[CH:17][C:14]([CH:15]=O)=[CH:13][C:12]=1[O:19][CH3:20].C(O[BH-](OC(=O)C)OC(=O)C)(=O)C.[Na+].C([O-])(O)=O.[Na+], predict the reaction product. The product is: [CH2:1]([NH:8][CH2:15][C:14]1[CH:17]=[CH:18][C:11]([O:10][CH3:9])=[C:12]([O:19][CH3:20])[CH:13]=1)[C:2]1[CH:7]=[CH:6][CH:5]=[CH:4][CH:3]=1. (2) Given the reactants [C:1]1([CH3:8])[C:6]([OH:7])=[CH:5][CH:4]=[CH:3][CH:2]=1.[OH:9]O, predict the reaction product. The product is: [CH3:8][C:1]1[C:6](=[O:7])[CH:5]=[CH:4][C:3](=[O:9])[CH:2]=1. (3) Given the reactants [O:1]=[C:2]1[CH2:7][CH2:6][CH:5]([CH2:8][NH:9][C:10](=[O:19])[O:11][CH2:12][C:13]2[CH:18]=[CH:17][CH:16]=[CH:15][CH:14]=2)[CH2:4][CH2:3]1.[CH2:20]([Mg]Br)[CH3:21], predict the reaction product. The product is: [CH2:20]([C:2]1([OH:1])[CH2:7][CH2:6][CH:5]([CH2:8][NH:9][C:10](=[O:19])[O:11][CH2:12][C:13]2[CH:14]=[CH:15][CH:16]=[CH:17][CH:18]=2)[CH2:4][CH2:3]1)[CH3:21]. (4) Given the reactants FC(F)(F)C(O)=O.[CH:8]1([CH2:14][CH2:15][CH2:16][C@@H:17]([C:22]2[O:26][N:25]=[C:24]([C:27]([N:29]3[CH2:32][CH:31]([N:33]4[CH2:38][CH2:37][O:36][CH2:35][CH2:34]4)[CH2:30]3)=[O:28])[N:23]=2)[CH2:18][C:19]([OH:21])=O)[CH2:13][CH2:12][CH2:11][CH2:10][CH2:9]1.CN1CCOCC1.ClC(OCC(C)C)=O.Cl.[NH2:55][OH:56], predict the reaction product. The product is: [CH:8]1([CH2:14][CH2:15][CH2:16][C@@H:17]([C:22]2[O:26][N:25]=[C:24]([C:27]([N:29]3[CH2:32][CH:31]([N:33]4[CH2:34][CH2:35][O:36][CH2:37][CH2:38]4)[CH2:30]3)=[O:28])[N:23]=2)[CH2:18][C:19]([NH:55][OH:56])=[O:21])[CH2:9][CH2:10][CH2:11][CH2:12][CH2:13]1.